This data is from Catalyst prediction with 721,799 reactions and 888 catalyst types from USPTO. The task is: Predict which catalyst facilitates the given reaction. Reactant: F[C:2]1[CH:7]=[CH:6][C:5]([N:8]([CH3:18])[S:9]([C:12]2[CH:17]=[CH:16][CH:15]=[CH:14][CH:13]=2)(=[O:11])=[O:10])=[CH:4][C:3]=1[N+:19]([O-:21])=[O:20].Cl.[F:23][C:24]1([F:32])[CH2:29][CH2:28][CH:27]([CH2:30][NH2:31])[CH2:26][CH2:25]1. Product: [F:23][C:24]1([F:32])[CH2:29][CH2:28][CH:27]([CH2:30][NH:31][C:2]2[CH:7]=[CH:6][C:5]([N:8]([CH3:18])[S:9]([C:12]3[CH:17]=[CH:16][CH:15]=[CH:14][CH:13]=3)(=[O:11])=[O:10])=[CH:4][C:3]=2[N+:19]([O-:21])=[O:20])[CH2:26][CH2:25]1. The catalyst class is: 14.